Task: Predict the product of the given reaction.. Dataset: Forward reaction prediction with 1.9M reactions from USPTO patents (1976-2016) (1) Given the reactants [CH2:1]([C@@:5]1([CH2:28][CH3:29])[NH:11][C@H:10]([C:12]2[CH:17]=[CH:16][CH:15]=[CH:14][CH:13]=2)[C:9]2[CH:18]=[C:19]([O:24][CH3:25])[C:20]([CH:22]=O)=[CH:21][C:8]=2[S:7](=[O:27])(=[O:26])[CH2:6]1)[CH2:2][CH2:3][CH3:4].[NH2:30][C@@H:31]([C:37]([O:39][CH3:40])=[O:38])[CH2:32][C:33]([O:35][CH3:36])=[O:34].C(=O)([O-])[O-].[K+].[K+], predict the reaction product. The product is: [CH2:1]([C@@:5]1([CH2:28][CH3:29])[NH:11][C@H:10]([C:12]2[CH:17]=[CH:16][CH:15]=[CH:14][CH:13]=2)[C:9]2[CH:18]=[C:19]([O:24][CH3:25])[C:20]([CH2:22][NH:30][C@@H:31]([C:37]([O:39][CH3:40])=[O:38])[CH2:32][C:33]([O:35][CH3:36])=[O:34])=[CH:21][C:8]=2[S:7](=[O:26])(=[O:27])[CH2:6]1)[CH2:2][CH2:3][CH3:4]. (2) Given the reactants [NH2:1][C:2]1[CH:10]=[CH:9][C:5]([C:6]([OH:8])=[O:7])=[C:4]([O:11][CH3:12])[CH:3]=1.[N:13]([O-])=O.[Na+].[Sn](Cl)[Cl:18], predict the reaction product. The product is: [ClH:18].[CH3:12][O:11][C:4]1[CH:3]=[C:2]([NH:1][NH2:13])[CH:10]=[CH:9][C:5]=1[C:6]([OH:8])=[O:7]. (3) Given the reactants [NH2:1][C:2]1[C:3]([C:85]([NH:87][CH2:88][CH2:89][O:90][CH2:91][CH2:92][O:93][CH2:94][CH2:95][O:96][CH2:97][CH2:98][O:99][CH2:100][CH2:101][O:102][CH2:103][CH2:104][O:105][CH2:106][CH2:107][O:108][CH2:109][CH2:110][O:111][CH2:112][CH2:113][O:114][CH2:115][CH2:116][O:117][CH2:118][CH2:119][O:120][CH2:121][CH2:122][O:123][CH2:124][CH2:125][O:126][CH2:127][CH2:128][O:129][CH2:130][CH2:131][O:132][CH2:133][CH2:134][O:135][CH2:136][CH2:137][O:138][CH2:139][CH2:140][O:141][CH2:142][CH2:143][O:144][CH2:145][CH2:146][O:147][CH2:148][CH2:149][O:150][CH2:151][CH2:152][O:153][CH2:154][CH2:155][O:156][CH2:157][CH2:158][O:159][CH3:160])=[O:86])=[N:4][C:5]([NH2:84])=[C:6]([C:8]([NH:10][CH2:11][CH2:12][O:13][CH2:14][CH2:15][O:16][CH2:17][CH2:18][O:19][CH2:20][CH2:21][O:22][CH2:23][CH2:24][O:25][CH2:26][CH2:27][O:28][CH2:29][CH2:30][O:31][CH2:32][CH2:33][O:34][CH2:35][CH2:36][O:37][CH2:38][CH2:39][O:40][CH2:41][CH2:42][O:43][CH2:44][CH2:45][O:46][CH2:47][CH2:48][O:49][CH2:50][CH2:51][O:52][CH2:53][CH2:54][O:55][CH2:56][CH2:57][O:58][CH2:59][CH2:60][O:61][CH2:62][CH2:63][O:64][CH2:65][CH2:66][O:67][CH2:68][CH2:69][O:70][CH2:71][CH2:72][O:73][CH2:74][CH2:75][O:76][CH2:77][CH2:78][O:79][CH2:80][CH2:81][O:82][CH3:83])=[O:9])[N:7]=1.[CH:161](=O)[CH2:162][CH3:163].[CH3:165][C:166](O)=O.[C:169](O[BH-](OC(=O)C)OC(=O)C)(=O)C.[Na+], predict the reaction product. The product is: [CH2:161]([NH:84][C:5]1[C:6]([C:8]([NH:10][CH2:11][CH2:12][O:13][CH2:14][CH2:15][O:16][CH2:17][CH2:18][O:19][CH2:20][CH2:21][O:22][CH2:23][CH2:24][O:25][CH2:26][CH2:27][O:28][CH2:29][CH2:30][O:31][CH2:32][CH2:33][O:34][CH2:35][CH2:36][O:37][CH2:38][CH2:39][O:40][CH2:41][CH2:42][O:43][CH2:44][CH2:45][O:46][CH2:47][CH2:48][O:49][CH2:50][CH2:51][O:52][CH2:53][CH2:54][O:55][CH2:56][CH2:57][O:58][CH2:59][CH2:60][O:61][CH2:62][CH2:63][O:64][CH2:65][CH2:66][O:67][CH2:68][CH2:69][O:70][CH2:71][CH2:72][O:73][CH2:74][CH2:75][O:76][CH2:77][CH2:78][O:79][CH2:80][CH2:81][O:82][CH3:83])=[O:9])=[N:7][C:2]([NH:1][CH2:169][CH2:166][CH3:165])=[C:3]([C:85]([NH:87][CH2:88][CH2:89][O:90][CH2:91][CH2:92][O:93][CH2:94][CH2:95][O:96][CH2:97][CH2:98][O:99][CH2:100][CH2:101][O:102][CH2:103][CH2:104][O:105][CH2:106][CH2:107][O:108][CH2:109][CH2:110][O:111][CH2:112][CH2:113][O:114][CH2:115][CH2:116][O:117][CH2:118][CH2:119][O:120][CH2:121][CH2:122][O:123][CH2:124][CH2:125][O:126][CH2:127][CH2:128][O:129][CH2:130][CH2:131][O:132][CH2:133][CH2:134][O:135][CH2:136][CH2:137][O:138][CH2:139][CH2:140][O:141][CH2:142][CH2:143][O:144][CH2:145][CH2:146][O:147][CH2:148][CH2:149][O:150][CH2:151][CH2:152][O:153][CH2:154][CH2:155][O:156][CH2:157][CH2:158][O:159][CH3:160])=[O:86])[N:4]=1)[CH2:162][CH3:163]. (4) Given the reactants [CH3:1][N:2]1[CH:6]=[CH:5][N:4]=[CH:3]1.[Cl:7][CH2:8][CH2:9][CH2:10][CH3:11], predict the reaction product. The product is: [Cl-:7].[CH2:8]([N+:2]1([CH3:1])[CH:6]=[CH:5][N:4]=[CH:3]1)[CH2:9][CH2:10][CH3:11]. (5) Given the reactants C(/[N:14]=[CH:15]/[C:16]1[CH:25]=[CH:24][C:19]([C:20]([O:22][CH3:23])=[O:21])=[CH:18][CH:17]=1)(C1C=CC=CC=1)C1C=CC=CC=1.C[Si]([N-][Si](C)(C)C)(C)C.[Na+].[Cl:36][C:37]1[C:42](Cl)=[N:41][CH:40]=[CH:39][N:38]=1, predict the reaction product. The product is: [NH2:14][CH:15]([C:42]1[C:37]([Cl:36])=[N:38][CH:39]=[CH:40][N:41]=1)[C:16]1[CH:17]=[CH:18][C:19]([C:20]([O:22][CH3:23])=[O:21])=[CH:24][CH:25]=1. (6) Given the reactants [NH2:1][C:2]1[NH:7][C:6](=[O:8])[CH:5]=[C:4]([CH2:9][CH2:10][C:11]2[CH:19]=[C:18]3[C:14]([CH:15]=[CH:16][NH:17]3)=[CH:13][CH:12]=2)[N:3]=1.C(=O)([O-])[O-].[K+].[K+].Br[CH2:27][CH:28]1[O:32][CH2:31][CH2:30][O:29]1.[I-].[Na+], predict the reaction product. The product is: [NH2:1][C:2]1[N:7]([CH2:27][CH:28]2[O:32][CH2:31][CH2:30][O:29]2)[C:6](=[O:8])[CH:5]=[C:4]([CH2:9][CH2:10][C:11]2[CH:19]=[C:18]3[C:14]([CH:15]=[CH:16][NH:17]3)=[CH:13][CH:12]=2)[N:3]=1. (7) Given the reactants [NH2:1][C:2]1[N:7]=[CH:6][N:5]=[C:4]2[N:8]([CH:12]([C:14]3[CH:21]=[C:20]([Cl:22])[C:17]([C:18]#[N:19])=[C:16]([CH:23]4[CH2:26][NH:25][CH2:24]4)[C:15]=3[O:27][CH2:28][CH3:29])[CH3:13])[N:9]=[C:10]([CH3:11])[C:3]=12.C(N(CC)CC)C.Br[CH2:38][CH2:39][OH:40].C(=O)(O)[O-].[Na+], predict the reaction product. The product is: [NH2:1][C:2]1[N:7]=[CH:6][N:5]=[C:4]2[N:8]([CH:12]([C:14]3[CH:21]=[C:20]([Cl:22])[C:17]([C:18]#[N:19])=[C:16]([CH:23]4[CH2:24][N:25]([CH2:38][CH2:39][OH:40])[CH2:26]4)[C:15]=3[O:27][CH2:28][CH3:29])[CH3:13])[N:9]=[C:10]([CH3:11])[C:3]=12. (8) Given the reactants [CH2:1]([O:8][C:9]1[CH:14]=[CH:13][C:12]([C:15]2[N:19]([CH:20]3[CH2:24][CH2:23][CH2:22][CH2:21]3)[C:18]3[CH:25]=[CH:26][C:27]([C:29](O)=[O:30])=[CH:28][C:17]=3[N:16]=2)=[CH:11][CH:10]=1)[C:2]1[CH:7]=[CH:6][CH:5]=[CH:4][CH:3]=1.[Cl-].[NH4+].Cl.C([N:37]=C=NCCCN(C)C)C.ON1C2C=CC=CC=2N=N1, predict the reaction product. The product is: [CH2:1]([O:8][C:9]1[CH:10]=[CH:11][C:12]([C:15]2[N:19]([CH:20]3[CH2:21][CH2:22][CH2:23][CH2:24]3)[C:18]3[CH:25]=[CH:26][C:27]([C:29]([NH2:37])=[O:30])=[CH:28][C:17]=3[N:16]=2)=[CH:13][CH:14]=1)[C:2]1[CH:7]=[CH:6][CH:5]=[CH:4][CH:3]=1. (9) The product is: [OH:4][S:2]([C:5]([F:8])([F:7])[F:6])(=[O:3])=[O:1].[C:23]([NH:9][C:10]1[C:18]2[C:17]3[CH:19]=[CH:20][CH:21]=[CH:22][C:16]=3[S:15][C:14]=2[CH:13]=[CH:12][CH:11]=1)(=[O:25])[CH3:24]. Given the reactants [OH:1][S:2]([C:5]([F:8])([F:7])[F:6])(=[O:4])=[O:3].[NH2:9][C:10]1[C:18]2[C:17]3[CH:19]=[CH:20][CH:21]=[CH:22][C:16]=3[S:15][C:14]=2[CH:13]=[CH:12][CH:11]=1.[C:23](OC(=O)C)(=[O:25])[CH3:24], predict the reaction product.